From a dataset of Full USPTO retrosynthesis dataset with 1.9M reactions from patents (1976-2016). Predict the reactants needed to synthesize the given product. (1) Given the product [Br:1][C:2]1[CH:7]=[CH:6][CH:5]=[C:4]([C:11]#[C:12][CH3:13])[N:3]=1, predict the reactants needed to synthesize it. The reactants are: [Br:1][C:2]1[CH:7]=[CH:6][CH:5]=[C:4](I)[N:3]=1.C[Si](C)(C)[C:11]#[C:12][CH3:13].C(N(CC)CC)C.[F-].C([N+](CCCC)(CCCC)CCCC)CCC. (2) Given the product [CH3:15][O:14][C:9]1[C:8]([C:6]2[CH:5]=[CH:4][C:3]3[NH:16][C:19]([C:18]([Cl:24])([Cl:23])[Cl:17])=[N:1][C:2]=3[CH:7]=2)=[CH:13][CH:12]=[CH:11][N:10]=1, predict the reactants needed to synthesize it. The reactants are: [NH2:1][C:2]1[CH:7]=[C:6]([C:8]2[C:9]([O:14][CH3:15])=[N:10][CH:11]=[CH:12][CH:13]=2)[CH:5]=[CH:4][C:3]=1[NH2:16].[Cl:17][C:18]([Cl:24])([Cl:23])[C:19](=N)OC. (3) Given the product [CH3:21][N:22]([CH3:32])[C:23]1[CH:24]=[C:25]([CH:29]=[CH:30][CH:31]=1)[C:26]([NH:8][C:5]1[CH:6]=[CH:7][C:2]([CH3:1])=[C:3]([NH:9][C:10]2[O:11][C:12]([C:15]3[CH:16]=[N:17][CH:18]=[CH:19][CH:20]=3)=[CH:13][N:14]=2)[CH:4]=1)=[O:27], predict the reactants needed to synthesize it. The reactants are: [CH3:1][C:2]1[CH:7]=[CH:6][C:5]([NH2:8])=[CH:4][C:3]=1[NH:9][C:10]1[O:11][C:12]([C:15]2[CH:16]=[N:17][CH:18]=[CH:19][CH:20]=2)=[CH:13][N:14]=1.[CH3:21][N:22]([CH3:32])[C:23]1[CH:24]=[C:25]([CH:29]=[CH:30][CH:31]=1)[C:26](O)=[O:27].Cl.CN(C)CCCN=C=NCC.ON1C2C=CC=CC=2N=N1.C(N(CC)CC)C.